From a dataset of Reaction yield outcomes from USPTO patents with 853,638 reactions. Predict the reaction yield, written as a fraction of the theoretical maximum amount of product (1.0 means a 100% yield; for example, 0.34 means a 34% yield). (1) The reactants are [Br:1][C:2]1[CH:3]=[N:4][C:5]([NH:17][C:18]2[CH:23]=[CH:22][C:21]([O:24]C)=[C:20]([F:26])[CH:19]=2)=[C:6]([CH:16]=1)[C:7]([NH:9][C:10]1[CH:15]=[CH:14][CH:13]=[CH:12][CH:11]=1)=[O:8].Br. The product is [Br:1][C:2]1[CH:3]=[N:4][C:5]([NH:17][C:18]2[CH:23]=[CH:22][C:21]([OH:24])=[C:20]([F:26])[CH:19]=2)=[C:6]([CH:16]=1)[C:7]([NH:9][C:10]1[CH:15]=[CH:14][CH:13]=[CH:12][CH:11]=1)=[O:8]. The catalyst is CC(O)=O. The yield is 0.520. (2) The reactants are [C:1]([C:5]1[CH:13]=[CH:12][C:11]([N+:14]([O-])=O)=[CH:10][C:6]=1[C:7]([O-:9])=[O:8])([CH3:4])([CH3:3])[CH3:2].[CH:17]([O-])=O.[K+]. The catalyst is CCO.O.[Pd]. The product is [C:1]([C:5]1[CH:13]=[CH:12][C:11]([NH2:14])=[CH:10][C:6]=1[C:7]([O:9][CH3:17])=[O:8])([CH3:4])([CH3:3])[CH3:2]. The yield is 0.950. (3) The reactants are [CH3:1][O:2][C:3](=[O:61])[NH:4][CH:5]([C:9]([N:11]1[CH2:15][CH2:14][CH2:13][CH:12]1[C:16]1[NH:17][C:18]([C:21]2[CH:30]=[CH:29][C:28]3[C:23](=[CH:24][CH:25]=[C:26]([C:31]4[CH:36]=[CH:35][C:34]([C:37]5[NH:38][C:39]([C@@H:42]6[CH2:46][CH2:45][CH2:44][N:43]6[C:47](=[O:60])[CH:48]([NH:55][C:56]([O:58][CH3:59])=[O:57])[C:49]6[CH:54]=[CH:53][CH:52]=[CH:51][CH:50]=6)=[N:40][CH:41]=5)=[CH:33][CH:32]=4)[CH:27]=3)[CH:22]=2)=[CH:19][N:20]=1)=[O:10])[CH:6]([CH3:8])[CH3:7].COC(N[C@H](C1C=CC=CC=1)C(O)=O)=O. The product is [CH3:1][O:2][C:3](=[O:61])[NH:4][CH:5]([C:9]([N:11]1[CH2:15][CH2:14][CH2:13][CH:12]1[C:16]1[NH:17][C:18]([C:21]2[CH:30]=[CH:29][C:28]3[C:23](=[CH:24][CH:25]=[C:26]([C:31]4[CH:32]=[CH:33][C:34]([C:37]5[NH:38][C:39]([C@H:42]6[CH2:46][CH2:45][CH2:44][N:43]6[C:47](=[O:60])[CH:48]([NH:55][C:56]([O:58][CH3:59])=[O:57])[C:49]6[CH:54]=[CH:53][CH:52]=[CH:51][CH:50]=6)=[N:40][CH:41]=5)=[CH:35][CH:36]=4)[CH:27]=3)[CH:22]=2)=[CH:19][N:20]=1)=[O:10])[CH:6]([CH3:8])[CH3:7]. The yield is 0.650. No catalyst specified. (4) The reactants are [CH3:1][C:2]([O:5][C:6]([N:8]1[CH2:17][CH2:16][C:15]2[C:10](=[CH:11][CH:12]=[C:13]([C:18](O)=[O:19])[CH:14]=2)[CH2:9]1)=[O:7])([CH3:4])[CH3:3].Cl.CN(C)CCCN=C=NCC.O.ON1C2C=CC=CC=2N=N1.C(N(CC)CC)C.[C:51]1([CH2:61][N:62]2[CH:66]=[C:65]([NH2:67])[CH:64]=[N:63]2)[C:60]2[C:55](=[CH:56][CH:57]=[CH:58][CH:59]=2)[CH:54]=[CH:53][CH:52]=1. The catalyst is C(Cl)Cl. The product is [C:51]1([CH2:61][N:62]2[CH:66]=[C:65]([NH:67][C:18]([C:13]3[CH:14]=[C:15]4[C:10](=[CH:11][CH:12]=3)[CH2:9][N:8]([C:6]([O:5][C:2]([CH3:3])([CH3:4])[CH3:1])=[O:7])[CH2:17][CH2:16]4)=[O:19])[CH:64]=[N:63]2)[C:60]2[C:55](=[CH:56][CH:57]=[CH:58][CH:59]=2)[CH:54]=[CH:53][CH:52]=1. The yield is 0.810. (5) The reactants are [Br:1][C:2]1[CH:3]=[C:4]([OH:8])[CH:5]=[CH:6][CH:7]=1.[CH:9]1([CH2:15][CH2:16]C2C=CC=CC=2O)[CH2:14][CH2:13][CH2:12][CH2:11][CH2:10]1.N(C(OCC)=O)=NC(OCC)=O.C1(C)C=CC=CC=1. The catalyst is O1CCCC1. The product is [Br:1][C:2]1[CH:7]=[CH:6][CH:5]=[C:4]([O:8][CH2:16][CH2:15][CH:9]2[CH2:14][CH2:13][CH2:12][CH2:11][CH2:10]2)[CH:3]=1. The yield is 0.940. (6) The reactants are [N:1]1[C:8](Cl)=[N:7][C:5](Cl)=[N:4][C:2]=1[Cl:3].[CH2:10]([NH2:13])[C:11]#[CH:12].C(N(CC)C(C)C)(C)C.Cl.[CH3:24][O:25][NH:26][CH3:27]. The catalyst is C(#N)C. The product is [Cl:3][C:2]1[N:1]=[C:8]([NH:13][CH2:10][C:11]#[CH:12])[N:7]=[C:5]([N:26]([CH3:27])[O:25][CH3:24])[N:4]=1. The yield is 0.680. (7) The reactants are Br[C:2]1[CH:7]=[CH:6][C:5]([CH2:8][C:9]([NH2:11])=[O:10])=[C:4]([CH3:12])[C:3]=1[Cl:13].[Cu](C#N)[C:15]#[N:16].O. The catalyst is CN(C=O)C. The product is [Cl:13][C:3]1[C:4]([CH3:12])=[C:5]([CH2:8][C:9]([NH2:11])=[O:10])[CH:6]=[CH:7][C:2]=1[C:15]#[N:16]. The yield is 0.670. (8) The product is [Cl:24][C:19]1[CH:18]=[C:17]([C:11]2([C:13]([F:16])([F:15])[F:14])[O:10][N:9]=[C:8]([C:5]3[CH:6]=[CH:7][C:2]([C:37]([NH:33][CH2:32][C:27]4[CH:28]=[CH:29][CH:30]=[CH:31][N:26]=4)=[O:38])=[C:3]([CH3:25])[CH:4]=3)[CH2:12]2)[CH:22]=[C:21]([Cl:23])[CH:20]=1. The reactants are Br[C:2]1[CH:7]=[CH:6][C:5]([C:8]2[CH2:12][C:11]([C:17]3[CH:22]=[C:21]([Cl:23])[CH:20]=[C:19]([Cl:24])[CH:18]=3)([C:13]([F:16])([F:15])[F:14])[O:10][N:9]=2)=[CH:4][C:3]=1[CH3:25].[N:26]1[CH:31]=[CH:30][CH:29]=[CH:28][C:27]=1[CH2:32][NH2:33].CN([CH:37]=[O:38])C. No catalyst specified. The yield is 0.340. (9) The reactants are [CH3:1][C:2]1([CH2:8][OH:9])[CH2:7][CH2:6][O:5][CH2:4][CH2:3]1.CC(OI1(OC(C)=O)(OC(C)=O)OC(=O)C2C=CC=CC1=2)=O. The catalyst is C(Cl)Cl.CCOCC. The product is [CH3:1][C:2]1([CH:8]=[O:9])[CH2:7][CH2:6][O:5][CH2:4][CH2:3]1. The yield is 0.680. (10) The reactants are C[N:2](C)[CH:3]=[CH:4][C:5]([C:7]1[C:12](=[O:13])[CH:11]=[CH:10][N:9]([C:14]2[CH:19]=[CH:18][CH:17]=[C:16]([C:20]([F:23])([F:22])[F:21])[CH:15]=2)[N:8]=1)=O.Cl.[F:26][C:27]1[CH:28]=[C:29]([NH:33]N)[CH:30]=[CH:31][CH:32]=1.CCN(CC)CC. The catalyst is C(O)C. The product is [F:26][C:27]1[CH:28]=[C:29]([N:33]2[C:5]([C:7]3[C:12](=[O:13])[CH:11]=[CH:10][N:9]([C:14]4[CH:19]=[CH:18][CH:17]=[C:16]([C:20]([F:23])([F:22])[F:21])[CH:15]=4)[N:8]=3)=[CH:4][CH:3]=[N:2]2)[CH:30]=[CH:31][CH:32]=1. The yield is 0.250.